This data is from Full USPTO retrosynthesis dataset with 1.9M reactions from patents (1976-2016). The task is: Predict the reactants needed to synthesize the given product. (1) Given the product [CH3:1][O:3][C:4](=[O:30])[CH2:5][O:6][C:7]1[CH:12]=[CH:11][C:10]([O:13][CH2:14][C:15]2[S:16][C:17]([C:37]3[CH:38]=[CH:39][C:34]([O:33][C:32]([F:44])([F:43])[F:31])=[CH:35][CH:36]=3)=[C:18]([C:20]3[CH:25]=[CH:24][C:23]([O:26][CH3:27])=[CH:22][CH:21]=3)[N:19]=2)=[CH:9][C:8]=1[CH3:29], predict the reactants needed to synthesize it. The reactants are: [CH2:1]([O:3][C:4](=[O:30])[CH2:5][O:6][C:7]1[CH:12]=[CH:11][C:10]([O:13][CH2:14][C:15]2[S:16][C:17](Br)=[C:18]([C:20]3[CH:25]=[CH:24][C:23]([O:26][CH3:27])=[CH:22][CH:21]=3)[N:19]=2)=[CH:9][C:8]=1[CH3:29])C.[F:31][C:32]([F:44])([F:43])[O:33][C:34]1[CH:39]=[CH:38][C:37](B(O)O)=[CH:36][CH:35]=1.C(=O)([O-])[O-].[Na+].[Na+]. (2) Given the product [S:45]1[CH2:46][CH2:47][N:43]([C:41]([C@H:39]2[NH:38][CH2:37][C@@H:36]([CH2:35][NH:34][C:32](=[O:33])[CH2:31][C:48]3[S:26][CH:55]=[CH:50][CH:49]=3)[CH2:40]2)=[O:42])[CH2:44]1, predict the reactants needed to synthesize it. The reactants are: F[C@H]1CCNC1.C(N1CCN(C(=O)CC2C[C@@H](C(N3CC[S:26]C3)=O)NC2)CC1)C.O[CH:31]([CH2:48][CH2:49][C:50]1[CH:55]=CC=CC=1)[C:32]([NH:34][CH2:35][CH:36]1[CH2:40][CH:39]([C:41]([N:43]2[CH2:47][CH2:46][S:45][CH2:44]2)=[O:42])[NH:38][CH2:37]1)=[O:33]. (3) Given the product [OH:7][C:8]12[CH2:13][CH2:12][C:11](/[CH:16]=[CH:17]/[C:18]([O:20][CH3:21])=[O:19])([CH2:10][CH2:9]1)[CH2:14][CH2:15]2, predict the reactants needed to synthesize it. The reactants are: FC1C=C(C=C(F)C=1)C([O:7][C:8]12[CH2:15][CH2:14][C:11](/[CH:16]=[CH:17]/[C:18]([O:20][CH3:21])=[O:19])([CH2:12][CH2:13]1)[CH2:10][CH2:9]2)=O.C[O-].[Na+].Cl. (4) The reactants are: [H-].[Al+3].[Li+].[H-].[H-].[H-].[OH:7][CH2:8][C@@H:9]([NH:15][C:16](=O)OC(C)(C)C)[C@H:10]([OH:14])[CH2:11][S:12][CH3:13]. Given the product [CH3:16][NH:15][C@@H:9]([C@H:10]([OH:14])[CH2:11][S:12][CH3:13])[CH2:8][OH:7], predict the reactants needed to synthesize it.